Dataset: Full USPTO retrosynthesis dataset with 1.9M reactions from patents (1976-2016). Task: Predict the reactants needed to synthesize the given product. (1) Given the product [CH:16]1([CH2:15][N:8]([C:4]2[CH:5]=[CH:6][CH:7]=[C:2](/[CH:24]=[CH:23]/[CH2:22][NH:25][C:26](=[O:31])[C:27]([F:30])([F:29])[F:28])[CH:3]=2)[C:9](=[O:14])[C:10]([F:13])([F:12])[F:11])[CH2:21][CH2:20][CH2:19][CH2:18][CH2:17]1, predict the reactants needed to synthesize it. The reactants are: Br[C:2]1[CH:3]=[C:4]([N:8]([CH2:15][CH:16]2[CH2:21][CH2:20][CH2:19][CH2:18][CH2:17]2)[C:9](=[O:14])[C:10]([F:13])([F:12])[F:11])[CH:5]=[CH:6][CH:7]=1.[CH2:22]([NH:25][C:26](=[O:31])[C:27]([F:30])([F:29])[F:28])[CH:23]=[CH2:24].CC1C(P(C2C(C)=CC=CC=2)C2C(C)=CC=CC=2)=CC=CC=1.C(N(CC)CC)C. (2) Given the product [Cl:28][C:26]1[CH:25]=[CH:24][C:7]([CH2:8][N:9]2[CH:14]=[C:13]([C:15]3[CH:20]=[CH:19][C:18]([OH:21])=[CH:17][CH:16]=3)[CH:12]=[CH:11][C:10]2=[O:23])=[C:6]([F:5])[CH:27]=1, predict the reactants needed to synthesize it. The reactants are: B(Br)(Br)Br.[F:5][C:6]1[CH:27]=[C:26]([Cl:28])[CH:25]=[CH:24][C:7]=1[CH2:8][N:9]1[CH:14]=[C:13]([C:15]2[CH:20]=[CH:19][C:18]([O:21]C)=[CH:17][CH:16]=2)[CH:12]=[CH:11][C:10]1=[O:23].CO. (3) Given the product [Cl:1][C:2]1[CH:16]=[CH:15][C:5]([CH2:6][O:7][C:8]2[CH:13]=[CH:12][N:11]([C:18]3[CH:19]=[CH:20][C:21]([N+:26]([O-:28])=[O:27])=[C:22]([NH:23][CH3:24])[CH:25]=3)[C:10](=[O:14])[CH:9]=2)=[CH:4][CH:3]=1, predict the reactants needed to synthesize it. The reactants are: [Cl:1][C:2]1[CH:16]=[CH:15][C:5]([CH2:6][O:7][C:8]2[CH:13]=[CH:12][NH:11][C:10](=[O:14])[CH:9]=2)=[CH:4][CH:3]=1.Br[C:18]1[CH:19]=[CH:20][C:21]([N+:26]([O-:28])=[O:27])=[C:22]([CH:25]=1)[NH:23][CH3:24].CNCCNC.C(=O)([O-])[O-].[K+].[K+].N. (4) Given the product [C:1]([O:5][C:6](=[O:24])[NH:7][C@@H:8]1[C:14](=[O:15])[N:13]([CH2:27][CH2:28][O:29][CH2:30][CH3:31])[C:12]2[CH:16]=[CH:17][CH:18]=[CH:19][C:11]=2[C:10]2[CH:20]=[CH:21][CH:22]=[CH:23][C:9]1=2)([CH3:4])([CH3:2])[CH3:3], predict the reactants needed to synthesize it. The reactants are: [C:1]([O:5][C:6](=[O:24])[NH:7][C@@H:8]1[C:14](=[O:15])[NH:13][C:12]2[CH:16]=[CH:17][CH:18]=[CH:19][C:11]=2[C:10]2[CH:20]=[CH:21][CH:22]=[CH:23][C:9]1=2)([CH3:4])([CH3:3])[CH3:2].BrC[CH2:27][CH2:28][O:29][CH2:30][CH2:31]CBr. (5) Given the product [CH3:11][O:9][C:8](=[O:10])[CH2:7][CH2:6][CH2:5][S:1](=[O:4])(=[O:3])[NH2:2], predict the reactants needed to synthesize it. The reactants are: [S:1]([CH2:5][CH2:6][CH2:7][C:8]([OH:10])=[O:9])(=[O:4])(=[O:3])[NH2:2].[C:11](Cl)(=O)CCCCCCCCCCCCCCC. (6) The reactants are: Cl.Cl.[CH3:3][O:4][C:5]1[N:10]=[CH:9][C:8]([C:11]2[CH:12]=[C:13]3[C:23](=[CH:24][CH:25]=2)[O:22][C:16]2([CH2:21][CH2:20][NH:19][CH2:18][CH2:17]2)[CH2:15][C:14]3=[O:26])=[CH:7][CH:6]=1.[CH:27]1([N:30]2[C:38]3[C:33](=[C:34]([C:42]4[NH:46][N:45]=[N:44][N:43]=4)[CH:35]=[C:36]([C:39](O)=[O:40])[CH:37]=3)[CH:32]=[CH:31]2)[CH2:29][CH2:28]1.CCN=C=NCCCN(C)C.C1C=CC2N(O)N=NC=2C=1.Cl. Given the product [CH:27]1([N:30]2[C:38]3[C:33](=[C:34]([C:42]4[NH:46][N:45]=[N:44][N:43]=4)[CH:35]=[C:36]([C:39]([N:19]4[CH2:18][CH2:17][C:16]5([CH2:15][C:14](=[O:26])[C:13]6[C:23](=[CH:24][CH:25]=[C:11]([C:8]7[CH:9]=[N:10][C:5]([O:4][CH3:3])=[CH:6][CH:7]=7)[CH:12]=6)[O:22]5)[CH2:21][CH2:20]4)=[O:40])[CH:37]=3)[CH:32]=[CH:31]2)[CH2:28][CH2:29]1, predict the reactants needed to synthesize it.